From a dataset of Reaction yield outcomes from USPTO patents with 853,638 reactions. Predict the reaction yield, written as a fraction of the theoretical maximum amount of product (1.0 means a 100% yield; for example, 0.34 means a 34% yield). (1) The reactants are [CH3:1][C:2]([C:4]1[CH:9]=[CH:8][C:7]([C:10]#[N:11])=[CH:6][CH:5]=1)=[O:3].[CH3:12]CC(C1C=CC(Br)=CC=1)=O. The catalyst is CN(C=O)C.[C-]#N.[C-]#N.[Zn+2].C1C=CC([P]([Pd]([P](C2C=CC=CC=2)(C2C=CC=CC=2)C2C=CC=CC=2)([P](C2C=CC=CC=2)(C2C=CC=CC=2)C2C=CC=CC=2)[P](C2C=CC=CC=2)(C2C=CC=CC=2)C2C=CC=CC=2)(C2C=CC=CC=2)C2C=CC=CC=2)=CC=1. The product is [CH3:12][CH2:1][C:2]([C:4]1[CH:9]=[CH:8][C:7]([C:10]#[N:11])=[CH:6][CH:5]=1)=[O:3]. The yield is 0.890. (2) The reactants are [C:1]([O:5][C:6](=[O:17])[NH:7][CH2:8][CH2:9][C:10]1[CH:15]=[CH:14][C:13]([OH:16])=[CH:12][CH:11]=1)([CH3:4])([CH3:3])[CH3:2].N1C=CC=CC=1.[F:24][C:25]([F:38])([F:37])[S:26](O[S:26]([C:25]([F:38])([F:37])[F:24])(=[O:28])=[O:27])(=[O:28])=[O:27].O. The catalyst is C(Cl)Cl. The product is [C:1]([O:5][C:6]([NH:7][CH2:8][CH2:9][C:10]1[CH:15]=[CH:14][C:13]([O:16][S:26]([C:25]([F:38])([F:37])[F:24])(=[O:28])=[O:27])=[CH:12][CH:11]=1)=[O:17])([CH3:4])([CH3:2])[CH3:3]. The yield is 0.910. (3) The reactants are [Br:1][C:2]1[C:3]([NH:11][CH2:12][CH3:13])=[N:4][C:5]([S:9][CH3:10])=[N:6][C:7]=1[NH2:8].ClC1C=CC=C(C(OO)=[O:22])C=1. The catalyst is C(Cl)Cl. The product is [Br:1][C:2]1[C:3]([NH:11][CH2:12][CH3:13])=[N:4][C:5]([S:9]([CH3:10])=[O:22])=[N:6][C:7]=1[NH2:8]. The yield is 0.950. (4) The reactants are [N:1]1([C:7]([C:9]2[CH:10]=[C:11]([CH:15]=[CH:16][CH:17]=2)[C:12]([OH:14])=O)=[O:8])[CH2:6][CH2:5][O:4][CH2:3][CH2:2]1.[NH2:18][CH2:19][CH:20]([OH:32])[CH2:21][N:22]1[CH2:31][CH2:30][C:29]2[C:24](=[CH:25][CH:26]=[CH:27][CH:28]=2)[CH2:23]1.C1N(P(Cl)(N2C(=O)OCC2)=O)C(=O)OC1. The catalyst is CC#N. The product is [CH2:23]1[C:24]2[C:29](=[CH:28][CH:27]=[CH:26][CH:25]=2)[CH2:30][CH2:31][N:22]1[CH2:21][CH:20]([OH:32])[CH2:19][NH:18][C:12](=[O:14])[C:11]1[CH:15]=[CH:16][CH:17]=[C:9]([C:7]([N:1]2[CH2:2][CH2:3][O:4][CH2:5][CH2:6]2)=[O:8])[CH:10]=1. The yield is 0.0750.